Dataset: CYP2C9 inhibition data for predicting drug metabolism from PubChem BioAssay. Task: Regression/Classification. Given a drug SMILES string, predict its absorption, distribution, metabolism, or excretion properties. Task type varies by dataset: regression for continuous measurements (e.g., permeability, clearance, half-life) or binary classification for categorical outcomes (e.g., BBB penetration, CYP inhibition). Dataset: cyp2c9_veith. (1) The molecule is O=C(O)CN1CCN(CC(=O)O)CC(=O)O[Hg]OC(=O)C1. The result is 1 (inhibitor). (2) The drug is CCOC(=O)c1c(C)n(C)c2ccc(OC)c(NC(=O)CN3CCCCC3)c12. The result is 0 (non-inhibitor). (3) The drug is O=C(O)[C@H]1CC=CC[C@@H]1C(=O)Nc1cccc(O)c1. The result is 0 (non-inhibitor).